This data is from Reaction yield outcomes from USPTO patents with 853,638 reactions. The task is: Predict the reaction yield, written as a fraction of the theoretical maximum amount of product (1.0 means a 100% yield; for example, 0.34 means a 34% yield). (1) The reactants are Br[CH:2]1[CH2:8][CH2:7][O:6][C:5]2[CH:9]=[C:10]([N:13]3[CH2:17][CH:16]([CH2:18][NH:19][C:20](=[O:22])[CH3:21])[O:15][C:14]3=[O:23])[CH:11]=[CH:12][C:4]=2[C:3]1=O.[C:25]([NH2:28])(=[NH:27])[CH3:26].C(OCC)(=O)C. The catalyst is C(Cl)(Cl)Cl. The product is [CH3:26][C:25]1[NH:27][C:2]2[CH2:8][CH2:7][O:6][C:5]3[CH:9]=[C:10]([N:13]4[CH2:17][CH:16]([CH2:18][NH:19][C:20](=[O:22])[CH3:21])[O:15][C:14]4=[O:23])[CH:11]=[CH:12][C:4]=3[C:3]=2[N:28]=1. The yield is 0.220. (2) The reactants are [C:1](OCC)(OCC)([O:3][CH2:4][CH3:5])[CH3:2].[C:12](#[N:16])[CH2:13][C:14]#[N:15].C(O)(=O)C. The catalyst is C(O)C. The product is [CH2:1]([O:3][C:4](=[C:13]([C:12]#[N:16])[C:14]#[N:15])[CH3:5])[CH3:2]. The yield is 0.940. (3) The reactants are [F:1][C:2]1[CH:17]=[C:16]([N+:18]([O-])=O)[CH:15]=[CH:14][C:3]=1[O:4][C:5]1[N:6]=[CH:7][CH:8]=[C:9]2[CH:13]=[CH:12][NH:11][C:10]=12. The catalyst is CC(O)=O.[Fe]. The product is [NH:11]1[C:10]2=[C:5]([O:4][C:3]3[CH:14]=[CH:15][C:16]([NH2:18])=[CH:17][C:2]=3[F:1])[N:6]=[CH:7][CH:8]=[C:9]2[CH:13]=[CH:12]1. The yield is 0.990. (4) The reactants are Cl.[NH2:2][CH2:3][CH2:4][O:5][C:6]1[N:11]=[C:10]([NH:12][C:13]2[C:14](=[O:21])[N:15]([CH3:20])[CH:16]=[C:17]([Br:19])[CH:18]=2)[CH:9]=[CH:8][CH:7]=1.[C:22](O)(=[O:26])[C:23]#[C:24][CH3:25].CN(C(ON1N=NC2C=CC=NC1=2)=[N+](C)C)C.F[P-](F)(F)(F)(F)F.CCN(C(C)C)C(C)C. The catalyst is CN(C=O)C.CC(=O)OCC. The product is [Br:19][C:17]1[CH:18]=[C:13]([NH:12][C:10]2[N:11]=[C:6]([O:5][CH2:4][CH2:3][NH:2][C:22](=[O:26])[C:23]#[C:24][CH3:25])[CH:7]=[CH:8][CH:9]=2)[C:14](=[O:21])[N:15]([CH3:20])[CH:16]=1. The yield is 0.740. (5) The reactants are [CH2:1]([O:3][CH2:4][C:5]1[N:6]=[C:7]([CH3:27])[NH:8][C:9](=[O:26])[C:10]=1[CH2:11][C:12]1[CH:17]=[CH:16][C:15]([C:18]2[C:19]([C:24]#[N:25])=[CH:20][CH:21]=[CH:22][CH:23]=2)=[CH:14][CH:13]=1)[CH3:2].[O:28]1[C:32]2[CH:33]=[CH:34][C:35](B(O)O)=[CH:36][C:31]=2[CH2:30][CH2:29]1.[N:40]1C=CC=CC=1.C(N(CC)CC)C.[C:53]([O:56]CC)(=[O:55])C. The catalyst is C([O-])(=O)C.[Cu+2].C([O-])(=O)C.ClCCl. The product is [O:28]1[C:32]2[CH:33]=[CH:34][C:35]([N:8]3[C:9](=[O:26])[C:10]([CH2:11][C:12]4[CH:17]=[CH:16][C:15]([C:18]5[CH:23]=[CH:22][CH:21]=[CH:20][C:19]=5[C:24]5[NH:40][C:53](=[O:55])[O:56][N:25]=5)=[CH:14][CH:13]=4)=[C:5]([CH2:4][O:3][CH2:1][CH3:2])[N:6]=[C:7]3[CH3:27])=[CH:36][C:31]=2[CH2:30][CH2:29]1. The yield is 0.620.